Dataset: Full USPTO retrosynthesis dataset with 1.9M reactions from patents (1976-2016). Task: Predict the reactants needed to synthesize the given product. (1) Given the product [CH2:1]([O:4][C:5]1[CH:16]=[CH:15][C:8]([C:9]([OH:11])=[O:10])=[CH:7][C:6]=1[F:17])[C:2]#[CH:3], predict the reactants needed to synthesize it. The reactants are: [CH2:1]([O:4][C:5]1[CH:16]=[CH:15][C:8]([C:9]([O:11]CC#C)=[O:10])=[CH:7][C:6]=1[F:17])[C:2]#[CH:3].[OH-].[Na+].Cl. (2) Given the product [Cl:16][C:3]1[C:2]([C:19]2[C:18]([Cl:17])=[CH:23][N:22]=[C:21]([F:24])[CH:20]=2)=[N:7][C:6]([NH:8][CH2:9][CH:10]2[CH2:15][CH2:14][O:13][CH2:12][CH2:11]2)=[CH:5][CH:4]=1, predict the reactants needed to synthesize it. The reactants are: Br[C:2]1[N:7]=[C:6]([NH:8][CH2:9][CH:10]2[CH2:15][CH2:14][O:13][CH2:12][CH2:11]2)[CH:5]=[CH:4][C:3]=1[Cl:16].[Cl:17][C:18]1[C:19](B(O)O)=[CH:20][C:21]([F:24])=[N:22][CH:23]=1.C(Cl)Cl. (3) The reactants are: [F:1][C:2]1[CH:7]=[CH:6][CH:5]=[CH:4][C:3]=1Br.C([Li])CCC.CCCCCC.[Cl:20][C:21]1[CH:28]=[CH:27][C:24]([CH:25]=[O:26])=[CH:23][CH:22]=1.[Cl-].[NH4+]. Given the product [Cl:20][C:21]1[CH:28]=[CH:27][C:24]([CH:25]([C:3]2[CH:4]=[CH:5][CH:6]=[CH:7][C:2]=2[F:1])[OH:26])=[CH:23][CH:22]=1, predict the reactants needed to synthesize it.